The task is: Predict the reactants needed to synthesize the given product.. This data is from Full USPTO retrosynthesis dataset with 1.9M reactions from patents (1976-2016). Given the product [Cl:21][CH2:22][CH2:23][CH2:24][CH2:25][CH:26]([C:27]1[NH:42][N:41]=[C:15]([NH:14][C:11]2[CH:12]=[CH:13][C:8]([N:6]3[CH:7]=[C:3]([Cl:2])[N:4]=[CH:5]3)=[C:9]([O:19][CH3:20])[CH:10]=2)[N:16]=1)[C:30]1[CH:35]=[CH:34][C:33]([O:36][C:37]([F:40])([F:39])[F:38])=[CH:32][CH:31]=1, predict the reactants needed to synthesize it. The reactants are: I.[Cl:2][C:3]1[N:4]=[CH:5][N:6]([C:8]2[CH:13]=[CH:12][C:11]([NH:14][C:15](SC)=[NH:16])=[CH:10][C:9]=2[O:19][CH3:20])[CH:7]=1.[Cl:21][CH2:22][CH2:23][CH2:24][CH2:25][CH:26]([C:30]1[CH:35]=[CH:34][C:33]([O:36][C:37]([F:40])([F:39])[F:38])=[CH:32][CH:31]=1)[C:27](O)=O.[NH2:41][NH2:42].